The task is: Token-level Classification. Given an antigen amino acid sequence, predict which amino acid positions are active epitope sites capable of antibody binding. Output is a list of indices for active positions.. This data is from B-cell epitopes from IEDB database with 3,159 antigens for binding position prediction. (1) The epitope positions are: [16501, 16502, 16503, 16504, 16505, 16506]. The amino acids at these positions are: AVNKYG. Given the antigen sequence: MTTQAPTFTQPLQSVVVLEGSTATFEAHISGFPVPEVSWFRDGQVISTSTLPGVQISFSDGRAKLTIPAVTKANSGRYSLKATNGSGQATSTAELLVKAETAPPNFVQRLQSMTVRQGSQVRLQVRVTGIPTPVVKFYRDGAEIQSSLDFQISQEGDLYSLLIAEAYPEDSGTYSVNATNSVGRATSTAELLVQGEEEVPAKKTKTIVSTAQISESRQTRIEKKIEAHFDARSIATVEMVIDGAAGQQLPHKTPPRIPPKPKSRSPTPPSIAAKAQLARQQSPSPIRHSPSPVRHVRAPTPSPVRSVSPAARISTSPIRSVRSPLLMRKTQASTVATGPEVPPPWKQEGYVASSSEAEMRETTLTTSTQIRTEERWEGRYGVQEQVTISGAAGAAASVSASASYAAEAVATGAKEVKQDADKSAAVATVVAAVDMARVREPVISAVEQTAQRTTTTAVHIQPAQEQVRKEAEKTAVTKVVVAADKAKEQELKSRTKEVIT..., which amino acid positions are active epitope sites? (2) Given the antigen sequence: MHQRHPRARCPPLCVAGILACGFLLGCWGPSHFQQSCLQALEPQAVSSYLSPGAPLKGRPPSPGFQRQRQRQRRAAGGILHLELLVAVGPDVFQAHQEDTERYVLTNLNIGAELLRDPSLGAQFRVHLVKMVILTEPEGAPNITANLTSSLLSVCGWSQTINPEDDTDPGHADLVLYITRFDLELPDGNRQVRGVTQLGGACSPTWSCLITEDTGFDLGVTIAHEIGHSFGLEHDGAPGSGCGPSGHVMASDGAAPRAGLAWSPCSRRQLLSLLSAGRARCVWDPPRPQPGSAGHPPDAQPGLYYSANEQCRVAFGPKAVACTFAREHLDMCQALSCHTDPLDQSSCSRLLVPLLDGTECGVEKWCSKGRCRSLVELTPIAAVHGRWSSWGPRSPCSRSCGGGVVTRRRQCNNPRPAFGGRACVGADLQAEMCNTQACEKTQLEFMSQQCARTDGQPLRSSPGGASFYHWGAAVPHSQGDALCRHMCRAIGESFIMKRGD..., which amino acid positions are active epitope sites? The epitope positions are: [855, 856, 857, 858, 859, 860, 861, 862, 863]. The amino acids at these positions are: PEPCVGMSC. (3) The epitope positions are: [568, 569, 570, 571, 572, 573, 574, 575, 576, 577, 578, 579, 580, 581, 582, 583, 584, 585, 586, 587]. The amino acids at these positions are: GPPGGVTEGIIARVADTVGS. Given the antigen sequence: MGAQVSTQKTGAHETSLNAASNSVIHYTNINYYKDAASNSANRQDFTQDPGKFTEPVKDIMVKSMPALNSPSAEECGYSDRVRSITLGNSTITTQECANVVVGYGVWPAYLKDEEATAEDQPTQPDVATCRFYTLESVMWQQVSPGWWWKFPDALSNMGLFGQNMQYHYLGRAGYTIHVQCNASKFHQGCLLVVCVPEAEMGCATLANKPDPKSLSKGEVASTFESQNSTGETAVQANVINAGMGVGVGNLTIFPHQWINLRTNNSATIVMPYINSVPMDNMFRHNNFTLMVIPFAPLSYSAGATTYVPITVTVAPMCAEYNGLRLAGKQGLPTLATPGSNQFLTSDDFQSPSAMPQFDVTPEMDIPGQVNNLMEIAEVDSVVPVNNTEGKEMSIEAYQIPVQSNPTNGSQVFGFPLTPGASSVLNRTLLGEILNYYAHWSGSIKLTFMFCGSAMATGKFLLAYSPPGAGAPTTRKEAMLGTHVIWDVGLQSSCVLCIPW..., which amino acid positions are active epitope sites? (4) Given the antigen sequence: GXTRPRFLWQLKFECHFFNGTERVRLLERCIYNQEESVRFDSDVGEYRAVTELGRPDAEYWNSQKDLLEQRRAAVDNYCRHNYGVVESFTVQRRVEPKVTVYPSKTQPLQHHNLLVCSVSGFYPGSIEVRWFRNGQEEKAGVVSTGLIQNGDWTFQTLVMLETVPRSGEVYTCQVEHPSVTSPLTVEWRARSESAQSKMLSGVGGFVLGLLFLGAGLFIYFRNQKGHSGLQPTGXLS, which amino acid positions are active epitope sites? The epitope positions are: [49, 50, 51, 52, 53, 54, 55, 56, 57, 58, 59, 60, 61, 62, 63, 64, 65, 66]. The amino acids at these positions are: VTELGRPDAEYWNSQKDL. (5) Given the antigen sequence: MSTNPKPQRKTKRNTNRRPQDVKFPGGGQIVGGVYLLPRRGPRLGVRAPRKTSERSQPRGRRQPIPKARRPEGRTWAQPGYPWPLYGNEGLGWAGWLLSPRGSRPSWGPTDPRRRSRNLGKVIDTLTCGFADLMGYIPLVGAPLGGAARALAHGVRVLEDGVNYATGNLPGCSFSIFLLALLSCLTTPASAYEVHNVSGIYHVTNDCSNASIVYEAADLIMHTPGCVPCVREGNSSRCWVALTPTLAARNVTIPTTTIRRHVDLLVGAAAFCSAMYVGDLCGSVFLVSQLFTFSPRRHVTLQDCNCSIYPGHVSGHRMAWDMMMNWSPTTALVVSQLLRIPQAVVDMVAGAHWGVLAGLAYYSMAGNWAKVLIVMLLFAGVDGDTHVTGGAQAKTTNRLVSMFASGPSQKIQLINTNGSWHINRTALNCNDSLQTGFLAALFYTHSFNSSGCPERMAQCRTIDKFDQGWGPITYAESSRSDQRPYCWHYPPPQCTIVPAS..., which amino acid positions are active epitope sites? The epitope positions are: [757, 758, 759, 760, 761, 762, 763, 764, 765, 766, 767, 768, 769, 770]. The amino acids at these positions are: SVAGAHGILSFLVF. (6) Given the antigen sequence: MTDVSRKIRAWGRRLMIGTAAAVVLPGLVGLAGGAATAGAFSRPGLPVEYLQVPSPSMGRDIKVQFQSGGNNSPAVYLLDGLRAQDDYNGWDINTPAFEWYYQSGLSIVMPVGGQSSFYSDWYSPACGKAGCQTYKWETLLTSELPQWLSANRAVKPTGSAAIGLSMAGSSAMILAAYHPQQFIYAGSLSALLDPSQGMGLIGLAMGDAGGYKAADMWGPSSDPAWERNDPTQQIPKLVANNTRLWVYCGNGTPNELGGANIPAEFLENFVRSSNLKFQDAYKPAGGHNAVFNFPPNGTHSWEYWGAQLNAMKGDLQSSLGAG, which amino acid positions are active epitope sites? The epitope positions are: [268, 269, 270, 271, 272, 273, 274, 275, 276, 277, 278, 279, 280, 281, 282, 283, 284, 285, 286, 287]. The amino acids at these positions are: NFVRSSNLKFQDAYKPAGGH. (7) Given the antigen sequence: MKTIIALSYILCLVFAQKLPGNDNSTATLCLGHHAVSNGTLVKTITNDQIEVTNATELVQSSSTGRICDSPHQILDGENCTLIDALLGDPHCDGFQNKEWDLFVERSKAYSNCYPYDVPDYASLRSLVASSGTLEFNNESFNWTGVAQNGTSSACKRRSNKSFFSRLNWLHQLKYKYPALNVTMPNNEKFDKLYIWGVHHPSTDSDQISIYAQASGRVTVSTKRSQQTVIPNIGSSPWVRGVSSRISIYWTIVKPGDILLINSTGNLIAPRGYFKIRSGKSSIMRSDAPIGKCNSECITPNGSIPNDKPFQNVNRITYGACPRYVKQNTLKLATGMRNVPEKQTRGIFGAIAGFIENGWEGMVDGWYGFRHQNSEGTGQAADLKSTQAAINQINGKLNRLIEKTNEKFHQIEKEFSEVEGRIQDLEKYVEDTKIDLWSYNAELLVALENQHTIDLTDSEMNKLFERTKKQLRENAEDMGNGCFKIYHKCDNACIGSIRNG..., which amino acid positions are active epitope sites? The epitope positions are: [108, 109, 110, 111, 112, 113, 114, 115, 116, 117, 118, 119, 120, 121, 122, 123, 124]. The amino acids at these positions are: AYSNCYPYDVPDYASLR. (8) Given the antigen sequence: MAARLCCQLIPARDVLCLRPVGAESCGRPFSGSLGTLSPPSPSAVPADHGSHLSLRGLPVCAFSSAGPCALRFTSARRMETTVNAHRMLPKVLHKRTLGLSAMSTTDLEAYFKDCLFKDWEELGEEIRLKVFVLGGCRHKLVCSPAPCNFFTSA, which amino acid positions are active epitope sites? The epitope positions are: [20, 21, 22, 23, 24, 25, 26, 27, 28, 29, 30, 31, 32, 33, 34]. The amino acids at these positions are: VGAESCGRPFSGSLG.